The task is: Predict which catalyst facilitates the given reaction.. This data is from Catalyst prediction with 721,799 reactions and 888 catalyst types from USPTO. (1) Reactant: [CH2:1]([O:8][C:9]1[CH:14]=[CH:13][C:12](Br)=[CH:11][N:10]=1)[C:2]1[CH:7]=[CH:6][CH:5]=[CH:4][CH:3]=1.C([Li])CCC.[Sn:21](Cl)([CH2:30][CH2:31][CH2:32][CH3:33])([CH2:26][CH2:27][CH2:28][CH3:29])[CH2:22][CH2:23][CH2:24][CH3:25]. Product: [CH2:1]([O:8][C:9]1[CH:14]=[CH:13][C:12]([Sn:21]([CH2:26][CH2:27][CH2:28][CH3:29])([CH2:30][CH2:31][CH2:32][CH3:33])[CH2:22][CH2:23][CH2:24][CH3:25])=[CH:11][N:10]=1)[C:2]1[CH:7]=[CH:6][CH:5]=[CH:4][CH:3]=1. The catalyst class is: 28. (2) Reactant: [CH:1]([C:4]1[CH:5]=[C:6]([CH2:21]O)[CH:7]=[CH:8][C:9]=1[O:10][Si:11]([CH:18]([CH3:20])[CH3:19])([CH:15]([CH3:17])[CH3:16])[CH:12]([CH3:14])[CH3:13])([CH3:3])[CH3:2].S(Cl)([Cl:25])=O. Product: [Cl:25][CH2:21][C:6]1[CH:7]=[CH:8][C:9]([O:10][Si:11]([CH:18]([CH3:20])[CH3:19])([CH:15]([CH3:17])[CH3:16])[CH:12]([CH3:14])[CH3:13])=[C:4]([CH:1]([CH3:3])[CH3:2])[CH:5]=1. The catalyst class is: 4. (3) Reactant: [C:1]([C:4]1[CH:5]=[CH:6][C:7]2[O:11][C:10]([C:12]3[CH:17]=[CH:16][C:15]([C:18]4([NH:22]C(=O)OC(C)(C)C)[CH2:21][CH2:20][CH2:19]4)=[CH:14][CH:13]=3)=[C:9]([C:30]3[CH:35]=[CH:34][CH:33]=[CH:32][CH:31]=3)[C:8]=2[CH:36]=1)(=[O:3])[NH2:2].C(O)(C(F)(F)F)=O.C([O-])(O)=O.[Na+]. Product: [NH2:22][C:18]1([C:15]2[CH:14]=[CH:13][C:12]([C:10]3[O:11][C:7]4[CH:6]=[CH:5][C:4]([C:1]([NH2:2])=[O:3])=[CH:36][C:8]=4[C:9]=3[C:30]3[CH:35]=[CH:34][CH:33]=[CH:32][CH:31]=3)=[CH:17][CH:16]=2)[CH2:19][CH2:20][CH2:21]1. The catalyst class is: 2.